From a dataset of Peptide-MHC class II binding affinity with 134,281 pairs from IEDB. Regression. Given a peptide amino acid sequence and an MHC pseudo amino acid sequence, predict their binding affinity value. This is MHC class II binding data. The peptide sequence is GAATVAAGAATTAAG. The MHC is DRB1_0802 with pseudo-sequence DRB1_0802. The binding affinity (normalized) is 0.281.